From a dataset of Full USPTO retrosynthesis dataset with 1.9M reactions from patents (1976-2016). Predict the reactants needed to synthesize the given product. Given the product [NH2:1][C:2]1[N:10]=[CH:9][N:8]=[C:7]2[C:3]=1[N:4]=[CH:5][N:6]2[C@H:11]1[C@@H:15]2[O:16][C:17]([CH3:19])([CH3:20])[O:18][C@@H:14]2[C@@H:13]([CH2:21][N:22]([CH:27]([CH3:29])[CH3:28])[CH2:23][CH2:24][CH2:25][NH:26][C:38]([NH:37][C:33]2[CH:34]=[CH:35][CH:36]=[C:31]([Cl:30])[CH:32]=2)=[O:39])[O:12]1, predict the reactants needed to synthesize it. The reactants are: [NH2:1][C:2]1[N:10]=[CH:9][N:8]=[C:7]2[C:3]=1[N:4]=[CH:5][N:6]2[C@H:11]1[C@@H:15]2[O:16][C:17]([CH3:20])([CH3:19])[O:18][C@@H:14]2[C@@H:13]([CH2:21][N:22]([CH:27]([CH3:29])[CH3:28])[CH2:23][CH2:24][CH2:25][NH2:26])[O:12]1.[Cl:30][C:31]1[CH:36]=[CH:35][CH:34]=[C:33]([N:37]=[C:38]=[O:39])[CH:32]=1.O.